Predict which catalyst facilitates the given reaction. From a dataset of Catalyst prediction with 721,799 reactions and 888 catalyst types from USPTO. (1) Product: [CH2:16]([C:13]1[CH:12]=[CH:11][CH:10]=[C:9]2[C:14]=1[CH2:15][C@@H:6]([NH:5][C:3](=[O:4])[C:2]([F:1])([F:19])[F:18])[CH2:7][O:8]2)[CH3:17]. The catalyst class is: 19. Reactant: [F:1][C:2]([F:19])([F:18])[C:3]([NH:5][C@@H:6]1[CH2:15][C:14]2[C:9](=[CH:10][CH:11]=[CH:12][C:13]=2[CH:16]=[CH2:17])[O:8][CH2:7]1)=[O:4].[H][H]. (2) Reactant: Br[C:2]1[C:3](=[O:13])[C:4]2[C:9]([C:10](=[O:12])[CH:11]=1)=[CH:8][CH:7]=[CH:6][CH:5]=2.[CH3:14][O:15][C:16]1[CH:23]=[CH:22][C:19]([CH2:20][NH2:21])=[CH:18][CH:17]=1. Product: [CH3:14][O:15][C:16]1[CH:23]=[CH:22][C:19]([CH2:20][NH:21][C:2]2[C:3](=[O:13])[C:4]3[C:9]([C:10](=[O:12])[CH:11]=2)=[CH:8][CH:7]=[CH:6][CH:5]=3)=[CH:18][CH:17]=1. The catalyst class is: 14.